From a dataset of Full USPTO retrosynthesis dataset with 1.9M reactions from patents (1976-2016). Predict the reactants needed to synthesize the given product. (1) Given the product [CH2:15]([N:17]1[CH:21]=[C:20]([CH2:22][N:23]([C:24]2[CH:25]=[CH:26][C:27]([CH:30]([CH3:31])[CH3:32])=[CH:28][CH:29]=2)[C:12]([CH:7]2[C:8]3[C:4](=[C:3]([O:2][CH3:1])[CH:11]=[CH:10][CH:9]=3)[CH2:5][CH2:6]2)=[O:14])[CH:19]=[N:18]1)[CH3:16], predict the reactants needed to synthesize it. The reactants are: [CH3:1][O:2][C:3]1[CH:11]=[CH:10][CH:9]=[C:8]2[C:4]=1[CH2:5][CH2:6][CH:7]2[C:12]([OH:14])=O.[CH2:15]([N:17]1[CH:21]=[C:20]([CH2:22][NH:23][C:24]2[CH:29]=[CH:28][C:27]([CH:30]([CH3:32])[CH3:31])=[CH:26][CH:25]=2)[CH:19]=[N:18]1)[CH3:16]. (2) Given the product [C:30]1([CH2:36][N:37]2[CH2:42][CH2:41][C:40]([C:49]([O:51][CH3:1])=[O:50])([N:43]3[CH2:44][CH2:45][CH2:46][CH2:47][CH2:48]3)[CH2:39][CH2:38]2)[CH:35]=[CH:34][CH:33]=[CH:32][CH:31]=1, predict the reactants needed to synthesize it. The reactants are: [CH3:1]N(C(ON1N=NC2C=CC=CC1=2)=[N+](C)C)C.[B-](F)(F)(F)F.C(N(CC)CC)C.[C:30]1([CH2:36][N:37]2[CH2:42][CH2:41][C:40]([C:49]([OH:51])=[O:50])([N:43]3[CH2:48][CH2:47][CH2:46][CH2:45][CH2:44]3)[CH2:39][CH2:38]2)[CH:35]=[CH:34][CH:33]=[CH:32][CH:31]=1.CO. (3) Given the product [NH2:9][CH2:8][C@:7]([C:1]1[CH:6]=[CH:5][CH:4]=[CH:3][CH:2]=1)([OH:21])[CH2:18][CH2:19][CH3:20], predict the reactants needed to synthesize it. The reactants are: [C:1]1([C@@:7]([OH:21])([CH2:18][CH2:19][CH3:20])[CH2:8][NH:9][C@H](C2C=CC=CC=2)C)[CH:6]=[CH:5][CH:4]=[CH:3][CH:2]=1.